This data is from Peptide-MHC class II binding affinity with 134,281 pairs from IEDB. The task is: Regression. Given a peptide amino acid sequence and an MHC pseudo amino acid sequence, predict their binding affinity value. This is MHC class II binding data. The peptide sequence is SPEVIPMFSALSEGAT. The MHC is DRB5_0101 with pseudo-sequence DRB5_0101. The binding affinity (normalized) is 0.564.